From a dataset of Reaction yield outcomes from USPTO patents with 853,638 reactions. Predict the reaction yield, written as a fraction of the theoretical maximum amount of product (1.0 means a 100% yield; for example, 0.34 means a 34% yield). (1) The reactants are [CH3:1][O:2][C:3]1[C:8]2[N:9]=[C:10]([NH:12][C:13](=[O:23])[C:14]3[CH:19]=[CH:18][C:17]([CH2:20][NH:21][CH3:22])=[CH:16][CH:15]=3)[S:11][C:7]=2[C:6]([N:24]2[CH2:29][CH2:28][O:27][CH2:26][CH2:25]2)=[CH:5][CH:4]=1.[CH:30]1([C:34](Cl)=[O:35])[CH2:33][CH2:32][CH2:31]1. The product is [CH:30]1([C:34]([N:21]([CH2:20][C:17]2[CH:16]=[CH:15][C:14]([C:13]([NH:12][C:10]3[S:11][C:7]4[C:6]([N:24]5[CH2:25][CH2:26][O:27][CH2:28][CH2:29]5)=[CH:5][CH:4]=[C:3]([O:2][CH3:1])[C:8]=4[N:9]=3)=[O:23])=[CH:19][CH:18]=2)[CH3:22])=[O:35])[CH2:33][CH2:32][CH2:31]1. No catalyst specified. The yield is 0.590. (2) The reactants are N([O-])=O.[Na+].N[C:6]1[C:7]([C:16]2[CH:21]=[CH:20][C:19]([C:22]([F:25])([F:24])[F:23])=[CH:18][C:17]=2[S:26]([CH3:29])(=[O:28])=[O:27])=[C:8]([O:14][CH3:15])[C:9](=[O:13])[N:10]([CH3:12])[N:11]=1.C(O)(=[O:32])C. The catalyst is S(=O)(=O)(O)O.O. The product is [CH3:15][O:14][C:8]1[C:9](=[O:13])[N:10]([CH3:12])[NH:11][C:6](=[O:32])[C:7]=1[C:16]1[CH:21]=[CH:20][C:19]([C:22]([F:25])([F:23])[F:24])=[CH:18][C:17]=1[S:26]([CH3:29])(=[O:27])=[O:28]. The yield is 0.682. (3) The reactants are FC(F)(F)C(O)=O.[Cl:8][C:9]1[CH:10]=[C:11]([CH:15]2[C:19]([C:22]3[CH:27]=[CH:26][C:25]([Cl:28])=[CH:24][CH:23]=3)([C:20]#[N:21])[CH:18]([CH:29]([CH2:32][CH3:33])[CH2:30][CH3:31])[NH:17][CH:16]2[C:34](O)=[O:35])[CH:12]=[CH:13][CH:14]=1.CC1(C)[O:42][C@@H:41]([CH2:43][CH2:44][NH2:45])[CH2:40][O:39]1.CN(C(ON1N=NC2C=CC=NC1=2)=[N+](C)C)C.F[P-](F)(F)(F)(F)F.CCN(C(C)C)C(C)C.Cl. The catalyst is C(Cl)Cl.O1CCCC1. The product is [OH:42][C@H:41]([CH2:40][OH:39])[CH2:43][CH2:44][NH:45][C:34]([CH:16]1[CH:15]([C:11]2[CH:12]=[CH:13][CH:14]=[C:9]([Cl:8])[CH:10]=2)[C:19]([C:22]2[CH:23]=[CH:24][C:25]([Cl:28])=[CH:26][CH:27]=2)([C:20]#[N:21])[CH:18]([CH:29]([CH2:32][CH3:33])[CH2:30][CH3:31])[NH:17]1)=[O:35]. The yield is 0.960. (4) The reactants are CC1C=CC(S(N[C@@H]([C@H](N)C2C=CC=CC=2)C2C=CC=CC=2)(=O)=O)=CC=1.[N+:27]([C:30]1[CH:35]=[CH:34][CH:33]=[CH:32][C:31]=1[CH2:36][C:37](=[O:41])[C:38]([OH:40])=[O:39])([O-:29])=[O:28].C(N(CC)CC)C.C(O)=O. The catalyst is C(N(CC)CC)C.CO. The product is [OH:41][C@H:37]([CH2:36][C:31]1[CH:32]=[CH:33][CH:34]=[CH:35][C:30]=1[N+:27]([O-:29])=[O:28])[C:38]([OH:40])=[O:39]. The yield is 0.970. (5) The reactants are [C:1]([O:4][CH2:5][C:6]1[CH:15]=[CH:14][C:9]([C:10]([O:12][CH3:13])=[O:11])=[CH:8][N:7]=1)(=[O:3])[CH3:2].[BH3-]C#N.[Na+].[CH:20]1[CH:25]=[CH:24][C:23]([CH2:26][O:27][C:28](Cl)=[O:29])=[CH:22][CH:21]=1. The catalyst is CC(O)=O. The product is [C:1]([O:4][CH2:5][C@@H:6]1[N:7]([C:28]([O:27][CH2:26][C:23]2[CH:24]=[CH:25][CH:20]=[CH:21][CH:22]=2)=[O:29])[CH2:8][C@@H:9]([C:10]([O:12][CH3:13])=[O:11])[CH2:14][CH2:15]1)(=[O:3])[CH3:2]. The yield is 0.336. (6) The product is [Br:1][C:2]1[CH:10]=[C:9]2[C:5]([CH:6]=[N:7][N:8]2[CH2:26][CH:27]([CH3:29])[CH3:28])=[CH:4][C:3]=1[O:11][C:12]1[CH:17]=[CH:16][C:15]([F:18])=[CH:14][C:13]=1[F:19]. The yield is 0.430. The catalyst is CN(C=O)C. The reactants are [Br:1][C:2]1[CH:10]=[C:9]2[C:5]([CH:6]=[N:7][NH:8]2)=[CH:4][C:3]=1[O:11][C:12]1[CH:17]=[CH:16][C:15]([F:18])=[CH:14][C:13]=1[F:19].C([O-])([O-])=O.[K+].[K+].[CH2:26](Br)[CH:27]([CH3:29])[CH3:28].